This data is from Full USPTO retrosynthesis dataset with 1.9M reactions from patents (1976-2016). The task is: Predict the reactants needed to synthesize the given product. (1) The reactants are: [OH:1][CH2:2][C:3]1[CH:4]=[C:5]2[C:10](=[CH:11][CH:12]=1)[N:9]=[CH:8][CH:7]=[CH:6]2.C(N(CC)CC)C.[CH3:20][S:21](Cl)(=[O:23])=[O:22]. Given the product [CH3:20][S:21]([O:1][CH2:2][C:3]1[CH:4]=[C:5]2[C:10](=[CH:11][CH:12]=1)[N:9]=[CH:8][CH:7]=[CH:6]2)(=[O:23])=[O:22], predict the reactants needed to synthesize it. (2) Given the product [C:1]([O:5][C:6]([N:8]1[CH2:13][CH2:12][N:11]([C:14]([C:16]2[C:24]3[C:19](=[N:20][CH:21]=[C:22]([O:25][CH3:26])[CH:23]=3)[N:18]([C:27]3[CH:32]=[CH:31][CH:30]=[CH:29][CH:28]=3)[C:17]=2[O:41][C:39]2[CH:40]=[C:35]([F:34])[CH:36]=[CH:37][C:38]=2[CH3:42])=[O:15])[CH2:10][CH2:9]1)=[O:7])([CH3:4])([CH3:3])[CH3:2], predict the reactants needed to synthesize it. The reactants are: [C:1]([O:5][C:6]([N:8]1[CH2:13][CH2:12][N:11]([C:14]([C:16]2[C:24]3[C:19](=[N:20][CH:21]=[C:22]([O:25][CH3:26])[CH:23]=3)[N:18]([C:27]3[CH:32]=[CH:31][CH:30]=[CH:29][CH:28]=3)[C:17]=2Cl)=[O:15])[CH2:10][CH2:9]1)=[O:7])([CH3:4])([CH3:3])[CH3:2].[F:34][C:35]1[CH:36]=[CH:37][C:38]([CH3:42])=[C:39]([OH:41])[CH:40]=1. (3) Given the product [NH2:1][C:2]1[C:3]([C:15]([NH:17][CH3:18])=[O:16])=[N:4][C:5]([C:8]2[CH:13]=[CH:12][CH:11]=[C:10]([O:14][CH2:26][CH2:25][Br:24])[CH:9]=2)=[CH:6][N:7]=1, predict the reactants needed to synthesize it. The reactants are: [NH2:1][C:2]1[C:3]([C:15]([NH:17][CH3:18])=[O:16])=[N:4][C:5]([C:8]2[CH:13]=[CH:12][CH:11]=[C:10]([OH:14])[CH:9]=2)=[CH:6][N:7]=1.CN(C=O)C.[Br:24][CH2:25][CH2:26]Br.C(=O)([O-])[O-].[Cs+].[Cs+]. (4) Given the product [NH3:5].[CH:1]1([N:5]2[CH2:11][CH2:10][C:9]3[CH:12]=[CH:13][C:14]([CH:16]=[O:17])=[CH:15][C:8]=3[CH2:7][CH2:6]2)[CH2:4][CH2:3][CH2:2]1, predict the reactants needed to synthesize it. The reactants are: [CH:1]1([N:5]2[CH2:11][CH2:10][C:9]3[CH:12]=[C:13](O)[C:14]([CH:16]=[O:17])=[CH:15][C:8]=3[CH2:7][CH2:6]2)[CH2:4][CH2:3][CH2:2]1.FC(F)(F)S(N(C1C=CC=CC=1)S(C(F)(F)F)(=O)=O)(=O)=O.C1(P(C2C=CC=CC=2)CCCP(C2C=CC=CC=2)C2C=CC=CC=2)C=CC=CC=1.C([SiH](CCCCCCCC)CCCCCCCC)CCCCCCC. (5) Given the product [OH:38][CH2:37][CH2:39][NH:40][C:9]([C:11]1[N:12]([CH3:32])[C:13]2[C:21]([CH:22]=1)=[C:20]1[C:16]([C:17](=[O:24])[NH:18][C:19]1=[O:23])=[C:15]([C:25]1[CH:30]=[CH:29][CH:28]=[CH:27][C:26]=1[Cl:31])[CH:14]=2)=[O:10], predict the reactants needed to synthesize it. The reactants are: FC1C(O[C:9]([C:11]2[N:12]([CH3:32])[C:13]3[C:21]([CH:22]=2)=[C:20]2[C:16]([C:17](=[O:24])[NH:18][C:19]2=[O:23])=[C:15]([C:25]2[CH:30]=[CH:29][CH:28]=[CH:27][C:26]=2[Cl:31])[CH:14]=3)=[O:10])=C(F)C(F)=C(F)C=1F.[CH2:37]([CH2:39][NH2:40])[OH:38]. (6) Given the product [C:1]([O:5][C:6]([N:8]1[CH2:12][C:11]([F:13])([F:14])[CH2:10][CH:9]1[C:15]([O:17][CH2:20][CH:19]=[CH2:18])=[O:16])=[O:7])([CH3:4])([CH3:2])[CH3:3], predict the reactants needed to synthesize it. The reactants are: [C:1]([O:5][C:6]([N:8]1[CH2:12][C:11]([F:14])([F:13])[CH2:10][CH:9]1[C:15]([OH:17])=[O:16])=[O:7])([CH3:4])([CH3:3])[CH3:2].[CH2:18](Br)[CH:19]=[CH2:20]. (7) Given the product [CH2:30]([C:14]1[CH:15]=[C:10]([C:8]2[CH:9]=[C:4]([CH2:1][CH:2]=[CH2:3])[CH:5]=[CH:6][C:7]=2[O:20][CH3:21])[CH:11]=[CH:12][C:13]=1[OH:16])[CH:29]=[CH2:28], predict the reactants needed to synthesize it. The reactants are: [CH2:1]([C:4]1[CH:5]=[CH:6][C:7]([O:20][CH3:21])=[C:8]([C:10]2[CH:15]=[CH:14][C:13]([O:16]CC=C)=[CH:12][CH:11]=2)[CH:9]=1)[CH:2]=[CH2:3].[Cl-].C([Al+]CC)C.[CH3:28][CH2:29][CH2:30]CCC. (8) Given the product [Cl:15][C:16]1[C:17]([N:29]2[CH2:34][CH2:33][N:32]([C:39]([NH:40][S:41]([C:44]3[S:45][C:46]([Cl:49])=[CH:47][CH:48]=3)(=[O:43])=[O:42])=[O:38])[CH2:31][CH2:30]2)=[N:18][CH:19]=[C:20]([C:22]2[N:26]=[C:25]([CH2:27][CH3:28])[O:24][N:23]=2)[CH:21]=1, predict the reactants needed to synthesize it. The reactants are: FC(F)(F)C(O)=O.FC(F)(F)C(O)=O.[Cl:15][C:16]1[C:17]([N:29]2[CH2:34][CH2:33][NH:32][CH2:31][CH2:30]2)=[N:18][CH:19]=[C:20]([C:22]2[N:26]=[C:25]([CH2:27][CH3:28])[O:24][N:23]=2)[CH:21]=1.ClC(Cl)(Cl)C[O:38][C:39](=O)[NH:40][S:41]([C:44]1[S:45][C:46]([Cl:49])=[CH:47][CH:48]=1)(=[O:43])=[O:42].CCN(C(C)C)C(C)C.CCOC(C)=O. (9) Given the product [CH2:7]([O:9][C:10](=[O:23])[N:11]([CH2:24][C:25]1[CH:30]=[CH:29][CH:28]=[CH:27][CH:26]=1)[C:12]1[CH:17]=[C:16]([Br:18])[N:15]=[C:14]([Br:19])[C:13]=1[N+:20]([O-:22])=[O:21])[CH3:8], predict the reactants needed to synthesize it. The reactants are: C(=O)([O-])[O-].[K+].[K+].[CH2:7]([O:9][C:10](=[O:23])[NH:11][C:12]1[CH:17]=[C:16]([Br:18])[N:15]=[C:14]([Br:19])[C:13]=1[N+:20]([O-:22])=[O:21])[CH3:8].[CH2:24](Br)[C:25]1[CH:30]=[CH:29][CH:28]=[CH:27][CH:26]=1.[I-].[Na+].